From a dataset of Reaction yield outcomes from USPTO patents with 853,638 reactions. Predict the reaction yield, written as a fraction of the theoretical maximum amount of product (1.0 means a 100% yield; for example, 0.34 means a 34% yield). (1) The reactants are [C@@H:1]([NH:5][C:6]([C:8]1[C:16]2[C:11](=[N:12][CH:13]=[C:14]([O:17][C:18]3[CH:19]=[C:20]4[C:24](=[CH:25][CH:26]=3)[CH2:23][CH2:22][C@H:21]4[NH:27][C:28](=[O:30])[CH3:29])[N:15]=2)[N:10](COCC[Si](C)(C)C)[CH:9]=1)=[O:7])([CH2:3][CH3:4])[CH3:2].C(N)CN. The catalyst is Cl.C(O)(=O)C. The product is [C@@H:1]([NH:5][C:6]([C:8]1[C:16]2[C:11](=[N:12][CH:13]=[C:14]([O:17][C:18]3[CH:19]=[C:20]4[C:24](=[CH:25][CH:26]=3)[CH2:23][CH2:22][C@H:21]4[NH:27][C:28](=[O:30])[CH3:29])[N:15]=2)[NH:10][CH:9]=1)=[O:7])([CH2:3][CH3:4])[CH3:2]. The yield is 0.190. (2) The reactants are [NH2:1][CH2:2][C:3]1[CH:12]=[CH:11][C:6]([C:7]([O:9][CH3:10])=[O:8])=[CH:5][CH:4]=1.[N+:13]([C:16]1[CH:17]=[C:18]([CH:22]=[CH:23][CH:24]=1)[C:19](Cl)=[O:20])([O-:15])=[O:14]. The catalyst is C(Cl)Cl. The product is [N+:13]([C:16]1[CH:17]=[C:18]([CH:22]=[CH:23][CH:24]=1)[C:19]([NH:1][CH2:2][C:3]1[CH:4]=[CH:5][C:6]([C:7]([O:9][CH3:10])=[O:8])=[CH:11][CH:12]=1)=[O:20])([O-:15])=[O:14]. The yield is 0.520. (3) The reactants are [Cl:1][C:2]1[CH:3]=[CH:4][C:5]2[O:9][CH:8]=[C:7]([CH2:10][OH:11])[C:6]=2[CH:12]=1.C12([C:23]3[CH:24]=[C:25]([CH:28]=[CH:29][C:30]=3OC)[CH:26]=[O:27])CC3CC(CC(C3)C1)C2. No catalyst specified. The product is [Cl:1][C:2]1[CH:3]=[CH:4][C:5]2[O:9][CH:8]=[C:7]([CH2:10][O:11][C:30]3[CH:29]=[CH:28][C:25]([CH:26]=[O:27])=[CH:24][CH:23]=3)[C:6]=2[CH:12]=1. The yield is 0.0900. (4) The reactants are [NH2:1][CH2:2][C:3]1[CH:8]=[CH:7][C:6]([F:9])=[CH:5][C:4]=1[CH2:10][OH:11].[C:12]([O:16][C:17](O[C:17]([O:16][C:12]([CH3:15])([CH3:14])[CH3:13])=[O:18])=[O:18])([CH3:15])([CH3:14])[CH3:13]. The catalyst is C(Cl)Cl. The product is [C:12]([O:16][C:17](=[O:18])[NH:1][CH2:2][C:3]1[CH:8]=[CH:7][C:6]([F:9])=[CH:5][C:4]=1[CH2:10][OH:11])([CH3:15])([CH3:14])[CH3:13]. The yield is 0.960. (5) The reactants are Cl.[Br:2][C:3]1[CH:4]=[C:5]([Cl:30])[C:6]([O:9][CH:10]2[CH2:15][CH2:14][N:13]([CH2:16][C:17]3[C:25]([CH:26]4[CH2:28][CH2:27]4)=[CH:24][C:20]([C:21]([OH:23])=O)=[C:19]([F:29])[CH:18]=3)[CH2:12][CH2:11]2)=[N:7][CH:8]=1.C(N1C=CN=C1)(N1C=CN=C1)=O.N12CCCN=C1CCCCC2.[CH:54]1([S:57]([NH2:60])(=[O:59])=[O:58])[CH2:56][CH2:55]1. The catalyst is O1CCCC1.C(OCC)(=O)C. The product is [Br:2][C:3]1[CH:4]=[C:5]([Cl:30])[C:6]([O:9][CH:10]2[CH2:15][CH2:14][N:13]([CH2:16][C:17]3[C:25]([CH:26]4[CH2:27][CH2:28]4)=[CH:24][C:20]([C:21]([NH:60][S:57]([CH:54]4[CH2:56][CH2:55]4)(=[O:59])=[O:58])=[O:23])=[C:19]([F:29])[CH:18]=3)[CH2:12][CH2:11]2)=[N:7][CH:8]=1. The yield is 0.140. (6) The reactants are [Cl:1][C:2]1[CH:7]=[C:6]([O:8][CH3:9])[CH:5]=[CH:4][C:3]=1[CH2:10][C:11]([C:13]1[CH:18]=[N:17][C:16]([CH3:19])=[CH:15][N:14]=1)=[O:12].[H-].[Na+].[CH3:22]I. The catalyst is CN(C=O)C.C(OCC)(=O)C. The product is [Cl:1][C:2]1[CH:7]=[C:6]([O:8][CH3:9])[CH:5]=[CH:4][C:3]=1[CH:10]([CH3:22])[C:11]([C:13]1[CH:18]=[N:17][C:16]([CH3:19])=[CH:15][N:14]=1)=[O:12]. The yield is 0.750.